From a dataset of Forward reaction prediction with 1.9M reactions from USPTO patents (1976-2016). Predict the product of the given reaction. (1) Given the reactants C([O:4][CH2:5][C:6]([NH:8][C@H:9]1[CH2:13][CH2:12][N:11]([C:14]2[CH:19]=[CH:18][C:17]([N:20]3[CH2:24][C@H:23]([CH2:25][O:26][C:27]4[CH:31]=[CH:30][O:29][N:28]=4)[O:22][C:21]3=[O:32])=[CH:16][C:15]=2[F:33])[CH2:10]1)=[O:7])(=O)C.O, predict the reaction product. The product is: [OH:4][CH2:5][C:6]([NH:8][C@H:9]1[CH2:13][CH2:12][N:11]([C:14]2[CH:19]=[CH:18][C:17]([N:20]3[CH2:24][C@H:23]([CH2:25][O:26][C:27]4[CH:31]=[CH:30][O:29][N:28]=4)[O:22][C:21]3=[O:32])=[CH:16][C:15]=2[F:33])[CH2:10]1)=[O:7]. (2) Given the reactants [Cl:1][C:2]1[CH:7]=[CH:6][C:5]([C:8]2([C:11]([OH:13])=O)[CH2:10][CH2:9]2)=[CH:4][CH:3]=1.C(Cl)CCl.C1C=CC2N(O)N=NC=2C=1.C(N(CC)CC)C.[Cl:35][C:36]1[CH:41]=[CH:40][CH:39]=[CH:38][C:37]=1[S:42]([C@H:45]1[CH2:49][NH:48][C@H:47]([C:50]([O:52][CH3:53])=[O:51])[CH2:46]1)(=[O:44])=[O:43].Cl, predict the reaction product. The product is: [Cl:1][C:2]1[CH:3]=[CH:4][C:5]([C:8]2([C:11]([N:48]3[CH2:49][C@H:45]([S:42]([C:37]4[CH:38]=[CH:39][CH:40]=[CH:41][C:36]=4[Cl:35])(=[O:44])=[O:43])[CH2:46][C@H:47]3[C:50]([O:52][CH3:53])=[O:51])=[O:13])[CH2:9][CH2:10]2)=[CH:6][CH:7]=1. (3) The product is: [Cl:1][C:2]1[C:7]([O:8][CH2:9][C:10]([N:12]2[CH2:17][CH2:16][C:15]3[N:18]=[C:19]4[S:23][C:22]([CH3:24])=[N:21][N:20]4[C:14]=3[CH:13]2[C:25]2[CH:26]=[C:27]([CH2:30][N:39]([CH3:40])[CH3:38])[S:28][CH:29]=2)=[O:11])=[CH:6][CH:5]=[C:4]([N:32]2[CH2:37][CH2:36][O:35][CH2:34][CH2:33]2)[N:3]=1. Given the reactants [Cl:1][C:2]1[C:7]([O:8][CH2:9][C:10]([N:12]2[CH2:17][CH2:16][C:15]3[N:18]=[C:19]4[S:23][C:22]([CH3:24])=[N:21][N:20]4[C:14]=3[CH:13]2[C:25]2[CH:26]=[C:27]([CH:30]=O)[S:28][CH:29]=2)=[O:11])=[CH:6][CH:5]=[C:4]([N:32]2[CH2:37][CH2:36][O:35][CH2:34][CH2:33]2)[N:3]=1.[CH3:38][NH:39][CH3:40].[BH4-].[Na+], predict the reaction product. (4) Given the reactants [F:1][C:2]1[N:10]=[C:9]2[C:5]([N:6]=[C:7]([CH2:36][C:37]3[C:45]([I:46])=[CH:44][C:40]4[O:41][CH2:42][O:43][C:39]=4[CH:38]=3)[N:8]2[CH2:11][CH2:12][O:13][CH2:14][CH2:15][O:16]C(C2C=CC=CC=2)(C2C=CC=CC=2)C2C=CC=CC=2)=[C:4]([NH2:47])[N:3]=1.C(O)(C(F)(F)F)=O.C(Cl)Cl, predict the reaction product. The product is: [NH2:47][C:4]1[N:3]=[C:2]([F:1])[N:10]=[C:9]2[C:5]=1[N:6]=[C:7]([CH2:36][C:37]1[C:45]([I:46])=[CH:44][C:40]3[O:41][CH2:42][O:43][C:39]=3[CH:38]=1)[N:8]2[CH2:11][CH2:12][O:13][CH2:14][CH2:15][OH:16]. (5) The product is: [CH3:105][O:104][C:102]([NH:101][C@@H:87]([CH:88]([C:95]1[CH:100]=[CH:99][CH:98]=[CH:97][CH:96]=1)[C:89]1[CH:90]=[CH:91][CH:92]=[CH:93][CH:94]=1)[C:86]([NH:85][C:80]1[CH:81]=[CH:82][CH:83]=[CH:84][C:79]=1[CH2:78][CH2:77][C@H:67]1[O:66][CH2:65][C@@H:64]([CH2:63][CH2:62][C:57]2[CH:58]=[CH:59][CH:60]=[CH:61][C:56]=2[NH:55][C:7](=[O:8])[C@@H:6]([NH:5][C:3]([O:2][CH3:1])=[O:4])[CH:48]([C:54]2[CH:36]=[CH:35][CH:34]=[CH:33][CH:32]=2)[C:49]2[CH:107]=[CH:53][CH:52]=[CH:51][CH:50]=2)[N:69]([C:70]([O:72][C:73]([CH3:74])([CH3:75])[CH3:76])=[O:71])[CH2:68]1)=[O:106])=[O:103]. Given the reactants [CH3:1][O:2][C:3]([NH:5][C@@H:6](C(C1C=CC=CC=1)C1C=CC=CC=1)[C:7](O)=[O:8])=[O:4].CN(C(ON1N=N[C:33]2[CH:34]=[CH:35][CH:36]=N[C:32]1=2)=[N+](C)C)C.F[P-](F)(F)(F)(F)F.N1[C:52]([CH3:53])=[CH:51][CH:50]=[CH:49][C:48]=1[CH3:54].[NH2:55][C:56]1[CH:61]=[CH:60][CH:59]=[CH:58][C:57]=1[CH2:62][CH2:63][C@H:64]1[N:69]([C:70]([O:72][C:73]([CH3:76])([CH3:75])[CH3:74])=[O:71])[CH2:68][C@@H:67]([CH2:77][CH2:78][C:79]2[CH:84]=[CH:83][CH:82]=[CH:81][C:80]=2[NH:85][C:86](=[O:106])[C@@H:87]([NH:101][C:102]([O:104][CH3:105])=[O:103])[CH:88]([C:95]2[CH:100]=[CH:99][CH:98]=[CH:97][CH:96]=2)[C:89]2[CH:94]=[CH:93][CH:92]=[CH:91][CH:90]=2)[O:66][CH2:65]1.[C:107](=O)(O)[O-].[Na+], predict the reaction product. (6) Given the reactants [Cl:1][C:2]1[CH:3]=[C:4]2[C:8](=[CH:9][CH:10]=1)[N:7]([C:11]1[N:12]=[C:13]3[C:19]([C:20]([NH:22][C:23]([CH3:27])([CH3:26])[CH2:24][OH:25])=[O:21])=[CH:18][N:17](COCC[Si](C)(C)C)[C:14]3=[N:15][CH:16]=1)[N:6]=[CH:5]2.FC(F)(F)C(O)=O, predict the reaction product. The product is: [OH:25][CH2:24][C:23]([NH:22][C:20]([C:19]1[C:13]2[C:14](=[N:15][CH:16]=[C:11]([N:7]3[C:8]4[C:4](=[CH:3][C:2]([Cl:1])=[CH:10][CH:9]=4)[CH:5]=[N:6]3)[N:12]=2)[NH:17][CH:18]=1)=[O:21])([CH3:27])[CH3:26]. (7) Given the reactants [CH3:1][C:2]1([CH3:33])[CH2:10][C:9]2[N:8]([C:11]3[CH:18]=[C:17]([NH:19][C@H:20]4[CH2:25][CH2:24][CH2:23][CH2:22][C@@H:21]4[OH:26])[C:14]([C:15]#[N:16])=[C:13]([F:27])[CH:12]=3)[N:7]=[C:6]([C:28]([F:31])([F:30])[F:29])[C:5]=2[C:4](=[O:32])[CH2:3]1.[OH-:34].[Na+].OO.O, predict the reaction product. The product is: [CH3:1][C:2]1([CH3:33])[CH2:10][C:9]2[N:8]([C:11]3[CH:18]=[C:17]([NH:19][C@H:20]4[CH2:25][CH2:24][CH2:23][CH2:22][C@@H:21]4[OH:26])[C:14]([C:15]([NH2:16])=[O:34])=[C:13]([F:27])[CH:12]=3)[N:7]=[C:6]([C:28]([F:30])([F:31])[F:29])[C:5]=2[C:4](=[O:32])[CH2:3]1.